This data is from Peptide-MHC class I binding affinity with 185,985 pairs from IEDB/IMGT. The task is: Regression. Given a peptide amino acid sequence and an MHC pseudo amino acid sequence, predict their binding affinity value. This is MHC class I binding data. (1) The binding affinity (normalized) is 0.286. The MHC is HLA-A02:02 with pseudo-sequence HLA-A02:02. The peptide sequence is KLLSTSNVIT. (2) The peptide sequence is YMQQVSEGL. The MHC is HLA-A02:01 with pseudo-sequence HLA-A02:01. The binding affinity (normalized) is 0.535. (3) The peptide sequence is YGGKKAVTY. The MHC is HLA-A69:01 with pseudo-sequence HLA-A69:01. The binding affinity (normalized) is 0.0847. (4) The peptide sequence is VLRENTSPK. The MHC is HLA-A03:01 with pseudo-sequence HLA-A03:01. The binding affinity (normalized) is 0.693.